Dataset: Reaction yield outcomes from USPTO patents with 853,638 reactions. Task: Predict the reaction yield, written as a fraction of the theoretical maximum amount of product (1.0 means a 100% yield; for example, 0.34 means a 34% yield). (1) The reactants are [Cl:1][C:2]1[CH:3]=[C:4]2[C:8](=[CH:9][CH:10]=1)[N:7]([CH2:11][C:12]([OH:14])=[O:13])[C:6]([CH3:15])=[C:5]2[C:16]1[C:25]2[C:20](=[CH:21][CH:22]=[CH:23][CH:24]=2)[C:19](=[O:26])[N:18](CC2C=CC(Cl)=C(F)C=2)[N:17]=1.Cl[CH2:37][C:38]1[C:47]2[C:42](=[CH:43][CH:44]=[CH:45][CH:46]=2)[N:41]=[C:40]([CH3:48])[CH:39]=1. No catalyst specified. The product is [Cl:1][C:2]1[CH:3]=[C:4]2[C:8](=[CH:9][CH:10]=1)[N:7]([CH2:11][C:12]([OH:14])=[O:13])[C:6]([CH3:15])=[C:5]2[C:16]1[C:25]2[C:20](=[CH:21][CH:22]=[CH:23][CH:24]=2)[C:19](=[O:26])[N:18]([CH2:37][C:38]2[C:47]3[C:42](=[CH:43][CH:44]=[CH:45][CH:46]=3)[N:41]=[C:40]([CH3:48])[CH:39]=2)[N:17]=1. The yield is 0.389. (2) The reactants are C([O:3][C:4]([C:6]1([NH:11][C:12]([CH:14]2[CH2:18][CH:17]([O:19][C:20]3[C:29]4[C:24](=[CH:25][C:26]([O:30][CH3:31])=[CH:27][CH:28]=4)[N:23]=[C:22]([C:32]4[CH:37]=[CH:36][CH:35]=[CH:34][CH:33]=4)[CH:21]=3)[CH2:16][NH:15]2)=[O:13])[CH2:8][CH:7]1[CH:9]=[CH2:10])=[O:5])C.C(OC(C1(NC(C2CC(OC3C4C(=CC(OC)=CC=4)N=C(C4C=CC=CC=4)C=3)CN2[C:75](=[O:95])[NH:76][CH:77]([C:82](=[O:94])[NH:83][CH:84]2[C:92]3[C:87](=[CH:88][CH:89]=[CH:90][CH:91]=3)C[CH:85]2[OH:93])[C:78]([CH3:81])([CH3:80])[CH3:79])=O)CC1C=C)=O)C.OC1CC2C(=CC=CC=2)[CH:98]1[NH:106]C(C(N1CC(OC2C3C(=CC(OC)=CC=3)C=C(C3C=CC=CC=3)C=2)CC1C1(C(O)=O)CC1C=C)C(C)(C)C)=O. No catalyst specified. The product is [CH:92]1([C@H:84]([NH:83][C:82]([C@@H:77]([NH:76][C:75]([N:15]2[CH2:16][C@H:17]([O:19][C:20]3[C:29]4[C:24](=[CH:25][C:26]([O:30][CH3:31])=[CH:27][CH:28]=4)[N:23]=[C:22]([C:32]4[CH:37]=[CH:36][CH:35]=[CH:34][CH:33]=4)[CH:21]=3)[CH2:18][C@H:14]2[C:12]([NH:11][C@:6]2([C:4]([OH:3])=[O:5])[CH2:8][C@H:7]2[CH:9]=[CH2:10])=[O:13])=[O:95])[C:78]([CH3:79])([CH3:80])[CH3:81])=[O:94])[C:85](=[O:93])[NH:106][CH3:98])[CH2:91][CH2:90][CH2:89][CH2:88][CH2:87]1. The yield is 0.180. (3) No catalyst specified. The yield is 0.540. The reactants are Br[C:2]1[CH:3]=[C:4]([CH:18]=[CH:19][CH:20]=1)[CH2:5][NH:6][C:7](=[O:17])[O:8][CH:9]1[CH:14]2[CH2:15][CH2:16][N:11]([CH2:12][CH2:13]2)[CH2:10]1.[N:21]1[CH:26]=[C:25](B(O)O)[CH:24]=[N:23][CH:22]=1. The product is [N:21]1[CH:26]=[C:25]([C:2]2[CH:3]=[C:4]([CH:18]=[CH:19][CH:20]=2)[CH2:5][NH:6][C:7](=[O:17])[O:8][CH:9]2[CH:14]3[CH2:15][CH2:16][N:11]([CH2:12][CH2:13]3)[CH2:10]2)[CH:24]=[N:23][CH:22]=1. (4) The reactants are F[C:2]1[CH:3]=[CH:4][C:5]([N+:8]([O-:10])=[O:9])=[N:6][CH:7]=1.C([O-])([O-])=O.[K+].[K+].Cl.[NH:18]1[CH2:21][CH:20]([OH:22])[CH2:19]1. The catalyst is C(#N)C. The product is [N+:8]([C:5]1[N:6]=[CH:7][C:2]([N:18]2[CH2:21][CH:20]([OH:22])[CH2:19]2)=[CH:3][CH:4]=1)([O-:10])=[O:9]. The yield is 0.730. (5) The reactants are Cl[C:2]1[N:7]=[CH:6][C:5]([C:8]([OH:10])=[O:9])=[CH:4][CH:3]=1.[CH:11]1([CH2:14][OH:15])[CH2:13][CH2:12]1.[OH-].[K+].Cl. The catalyst is CS(C)=O.O. The product is [CH:11]1([CH2:14][O:15][C:2]2[N:7]=[CH:6][C:5]([C:8]([OH:10])=[O:9])=[CH:4][CH:3]=2)[CH2:13][CH2:12]1. The yield is 0.880.